From a dataset of Reaction yield outcomes from USPTO patents with 853,638 reactions. Predict the reaction yield, written as a fraction of the theoretical maximum amount of product (1.0 means a 100% yield; for example, 0.34 means a 34% yield). (1) The reactants are [O:1]1CCC[CH2:2]1.Br[C:7]1[CH:21]=[CH:20][C:10]([CH2:11][O:12][C:13]2[CH:18]=[CH:17][C:16]([CH3:19])=[CH:15][N:14]=2)=[CH:9][CH:8]=1.C([Li])CCC.CN(C)C=O. The catalyst is O. The product is [CH3:19][C:16]1[CH:17]=[CH:18][C:13]([O:12][CH2:11][C:10]2[CH:20]=[CH:21][C:7]([CH:2]=[O:1])=[CH:8][CH:9]=2)=[N:14][CH:15]=1. The yield is 0.665. (2) The reactants are [CH2:1]([N:8]1[CH2:13][CH2:12][N:11]([C:14]2[CH:19]=[CH:18][C:17]([N+:20]([O-:22])=[O:21])=[CH:16][CH:15]=2)[CH2:10][CH2:9]1)[C:2]1[CH:7]=[CH:6][CH:5]=[CH:4][CH:3]=1.Cl[CH2:24][S:25]([C:28]1[CH:33]=[CH:32][CH:31]=[CH:30][CH:29]=1)(=[O:27])=[O:26].O(C(C)(C)C)[K]. The catalyst is C1COCC1. The product is [CH2:1]([N:8]1[CH2:13][CH2:12][N:11]([C:14]2[CH:15]=[CH:16][C:17]([N+:20]([O-:22])=[O:21])=[C:18]([CH2:24][S:25]([C:28]3[CH:33]=[CH:32][CH:31]=[CH:30][CH:29]=3)(=[O:27])=[O:26])[CH:19]=2)[CH2:10][CH2:9]1)[C:2]1[CH:3]=[CH:4][CH:5]=[CH:6][CH:7]=1. The yield is 0.830.